Dataset: Catalyst prediction with 721,799 reactions and 888 catalyst types from USPTO. Task: Predict which catalyst facilitates the given reaction. (1) Reactant: [O:1]=[CH:2][C@@H:3]([C@H:5]([C@@H:7]([C@@H:9]([CH2:11][OH:12])[OH:10])O)[OH:6])O.[CH3:13][OH:14].S(=O)(=O)(O)[OH:16]. Product: [OH:12][CH2:11][C:9]1[O:10][C:3]([CH:2]=[O:1])=[CH:5][CH:7]=1.[CH3:13][O:14][CH2:11][C:9]1[O:10][C:3]([CH:2]=[O:1])=[CH:5][CH:7]=1.[CH3:13][O:14][C:11](=[O:12])[CH2:9][CH2:7][C:5]([CH3:3])=[O:6].[C:11]([OH:12])(=[O:16])[CH2:9][CH2:7][C:5]([CH3:3])=[O:6]. The catalyst class is: 6. (2) Reactant: [C@@H:1]12[CH2:7][C@@H:4]([CH:5]=[CH:6]1)[C:3](=[O:8])[NH:2]2.[C:9](O[C:9]([O:11][C:12]([CH3:15])([CH3:14])[CH3:13])=[O:10])([O:11][C:12]([CH3:15])([CH3:14])[CH3:13])=[O:10]. Product: [O:8]=[C:3]1[C@H:4]2[CH2:7][C@H:1]([CH:6]=[CH:5]2)[N:2]1[C:9]([O:11][C:12]([CH3:15])([CH3:14])[CH3:13])=[O:10]. The catalyst class is: 230. (3) Reactant: [N+:1]([C:4]1[CH:12]=[CH:11][CH:10]=[C:9]2[C:5]=1[CH:6]=[N:7][N:8]2[CH:13]1[CH2:18][CH2:17][CH2:16][CH2:15][O:14]1)([O-])=O. Product: [O:14]1[CH2:15][CH2:16][CH2:17][CH2:18][CH:13]1[N:8]1[C:9]2[CH:10]=[CH:11][CH:12]=[C:4]([NH2:1])[C:5]=2[CH:6]=[N:7]1. The catalyst class is: 99. (4) The catalyst class is: 3. Reactant: [H-].[Na+].[F:3][C:4]1[CH:9]=[C:8]([NH2:10])[CH:7]=[CH:6][C:5]=1[OH:11].[Cl:12][C:13]1[CH:18]=[C:17]([N+]([O-])=O)[CH:16]=[CH:15][N:14]=1. Product: [Cl:12][C:13]1[CH:18]=[C:17]([O:11][C:5]2[CH:6]=[CH:7][C:8]([NH2:10])=[CH:9][C:4]=2[F:3])[CH:16]=[CH:15][N:14]=1. (5) Reactant: [CH2:1]([O:3][C:4](=[O:25])[N:5]([C:14]1[CH:19]=[C:18](Cl)[N:17]=[C:16]([NH2:21])[C:15]=1[N+:22]([O-:24])=[O:23])[CH2:6][C:7]1[CH:8]=[N:9][C:10]([CH3:13])=[CH:11][CH:12]=1)[CH3:2].[O:26]1[CH2:31][CH2:30][CH:29]([CH2:32][OH:33])[CH2:28][CH2:27]1.[H-].[Na+]. Product: [CH2:1]([O:3][C:4](=[O:25])[N:5]([C:14]1[CH:19]=[C:18]([O:33][CH2:32][CH:29]2[CH2:30][CH2:31][O:26][CH2:27][CH2:28]2)[N:17]=[C:16]([NH2:21])[C:15]=1[N+:22]([O-:24])=[O:23])[CH2:6][C:7]1[CH:8]=[N:9][C:10]([CH3:13])=[CH:11][CH:12]=1)[CH3:2]. The catalyst class is: 7. (6) Reactant: S(=O)(=O)(O)O.[CH3:6][CH:7]([NH:18][S:19]([CH3:22])(=[O:21])=[O:20])[CH2:8][C:9]1[CH:14]=[CH:13][CH:12]=[C:11]([N+:15]([O-:17])=[O:16])[CH:10]=1.[CH2:23]=O. Product: [CH3:6][CH:7]1[CH2:8][C:9]2[C:14](=[CH:13][CH:12]=[C:11]([N+:15]([O-:17])=[O:16])[CH:10]=2)[CH2:23][N:18]1[S:19]([CH3:22])(=[O:20])=[O:21]. The catalyst class is: 15.